From a dataset of Reaction yield outcomes from USPTO patents with 853,638 reactions. Predict the reaction yield, written as a fraction of the theoretical maximum amount of product (1.0 means a 100% yield; for example, 0.34 means a 34% yield). The catalyst is CN(C)C=O.C(OC(=O)C1C=C(OCCOC)C(OCCOC)=CC=1N)C. The product is [CH3:15][O:9][C:8](=[O:10])[C:7]1[CH:11]=[C:3]([O:2][CH3:1])[CH:4]=[CH:5][C:6]=1[N+:12]([O-:14])=[O:13]. The reactants are [CH3:1][O:2][C:3]1[CH:4]=[CH:5][C:6]([N+:12]([O-:14])=[O:13])=[C:7]([CH:11]=1)[C:8]([OH:10])=[O:9].[C:15](=O)([O-])[O-].[K+].[K+].CI. The yield is 1.00.